Dataset: Forward reaction prediction with 1.9M reactions from USPTO patents (1976-2016). Task: Predict the product of the given reaction. (1) The product is: [NH2:25][CH2:24][CH2:23][C@H:22]([C:20]1[CH:19]=[CH:18][CH:17]=[C:16]([O:15][CH2:14][CH:7]2[CH2:13][CH2:12][CH2:11][CH2:10][CH2:9][CH2:8]2)[N:21]=1)[OH:26]. Given the reactants [H-].[H-].[H-].[H-].[Li+].[Al+3].[CH:7]1([CH2:14][O:15][C:16]2[N:21]=[C:20]([C@H:22]([OH:26])[CH2:23][C:24]#[N:25])[CH:19]=[CH:18][CH:17]=2)[CH2:13][CH2:12][CH2:11][CH2:10][CH2:9][CH2:8]1.N.CO.C(Cl)Cl, predict the reaction product. (2) Given the reactants [OH-:1].[K+].Cl[C:4]1[C:12]([N+:13]([O-:15])=[O:14])=[CH:11][C:7]([C:8]([OH:10])=[O:9])=[CH:6][C:5]=1[N+:16]([O-:18])=[O:17].[CH3:19]O, predict the reaction product. The product is: [CH3:19][O:1][C:4]1[C:12]([N+:13]([O-:15])=[O:14])=[CH:11][C:7]([C:8]([OH:10])=[O:9])=[CH:6][C:5]=1[N+:16]([O-:18])=[O:17]. (3) Given the reactants [C:1]([C:5]1[N:10]=[CH:9][C:8]([C:11]2[N:12]([C:32]([N:34]3[CH2:39][CH2:38][CH:37]([CH2:40][C:41]([OH:43])=O)[CH2:36][CH2:35]3)=[O:33])[C@@:13]([C:25]3[CH:30]=[CH:29][C:28]([Cl:31])=[CH:27][CH:26]=3)([CH3:24])[C@@:14]([C:17]3[CH:22]=[CH:21][C:20]([Cl:23])=[CH:19][CH:18]=3)([CH3:16])[N:15]=2)=[C:7]([O:44][CH2:45][CH3:46])[CH:6]=1)([CH3:4])([CH3:3])[CH3:2].[CH3:47][NH:48][C@@H:49]([C:51]1[CH:56]=[CH:55][CH:54]=[CH:53][CH:52]=1)[CH3:50], predict the reaction product. The product is: [C:1]([C:5]1[N:10]=[CH:9][C:8]([C:11]2[N:12]([C:32]([N:34]3[CH2:35][CH2:36][CH:37]([CH2:40][C:41]([N:48]([CH3:47])[C@@H:49]([C:51]4[CH:56]=[CH:55][CH:54]=[CH:53][CH:52]=4)[CH3:50])=[O:43])[CH2:38][CH2:39]3)=[O:33])[C@@:13]([C:25]3[CH:30]=[CH:29][C:28]([Cl:31])=[CH:27][CH:26]=3)([CH3:24])[C@@:14]([C:17]3[CH:22]=[CH:21][C:20]([Cl:23])=[CH:19][CH:18]=3)([CH3:16])[N:15]=2)=[C:7]([O:44][CH2:45][CH3:46])[CH:6]=1)([CH3:2])([CH3:4])[CH3:3]. (4) Given the reactants FC(F)(F)C(O)=O.[CH2:8]([C:10]1[CH:15]=[CH:14][C:13]([CH:16]2[CH2:21][N:20]([C:22]([N:24]3[CH2:28][CH2:27][CH2:26][CH2:25]3)=[O:23])[CH2:19][CH:18]([NH2:29])[CH2:17]2)=[CH:12][CH:11]=1)[CH3:9].[C:30]1([N:36]2[CH2:41][CH2:40][N:39]([C:42](Cl)=[O:43])[CH2:38][CH2:37]2)[CH:35]=[CH:34][CH:33]=[CH:32][CH:31]=1, predict the reaction product. The product is: [CH2:8]([C:10]1[CH:11]=[CH:12][C:13]([CH:16]2[CH2:21][N:20]([C:22]([N:24]3[CH2:25][CH2:26][CH2:27][CH2:28]3)=[O:23])[CH2:19][CH:18]([NH:29][C:42]([N:39]3[CH2:40][CH2:41][N:36]([C:30]4[CH:31]=[CH:32][CH:33]=[CH:34][CH:35]=4)[CH2:37][CH2:38]3)=[O:43])[CH2:17]2)=[CH:14][CH:15]=1)[CH3:9]. (5) Given the reactants C=CC(O)=O.C(O)C(N)(CO)CO.Cl.COC(C1C=CC(O)=CC=1)=O.[CH:26]1[N:30]([CH2:31][O:32][CH:33]([CH2:36][OH:37])[CH2:34][OH:35])[C:29]2[N:38]=[C:39]([NH2:43])[N:40]=[C:41]([O-:42])[C:28]=2[N:27]=1.[Na+], predict the reaction product. The product is: [CH:26]1[N:30]([CH2:31][O:32][CH:33]([CH2:36][OH:37])[CH2:34][OH:35])[C:29]2[N:38]=[C:39]([NH2:43])[N:40]=[C:41]([OH:42])[C:28]=2[N:27]=1. (6) Given the reactants [Cl:1][C:2]1[CH:7]=[CH:6][CH:5]=[CH:4][C:3]=1[CH2:8][C:9]([CH3:14])([N+:11]([O-])=O)[CH3:10], predict the reaction product. The product is: [CH3:14][C:9]([NH2:11])([CH3:10])[CH2:8][C:3]1[CH:4]=[CH:5][CH:6]=[CH:7][C:2]=1[Cl:1]. (7) Given the reactants [Cl:1][C:2]1[C:3](O)=[N:4][C:5]([C:8]2[N:12]3[CH:13]=[C:14]([F:17])[CH:15]=[CH:16][C:11]3=[N:10][CH:9]=2)=[N:6][CH:7]=1.[OH-].[Na+].P(Cl)(Cl)([Cl:23])=O, predict the reaction product. The product is: [Cl:23][C:3]1[C:2]([Cl:1])=[CH:7][N:6]=[C:5]([C:8]2[N:12]3[CH:13]=[C:14]([F:17])[CH:15]=[CH:16][C:11]3=[N:10][CH:9]=2)[N:4]=1.